Dataset: Full USPTO retrosynthesis dataset with 1.9M reactions from patents (1976-2016). Task: Predict the reactants needed to synthesize the given product. (1) Given the product [CH:1]12[CH2:7][CH:4]([CH2:5][CH2:6]1)[CH2:3][CH:2]2[N:8]1[C:11](=[O:12])[C:10]([CH3:14])([CH3:13])[N:9]1[C:24]1[C:25]2[C:20](=[CH:19][CH:18]=[CH:17][CH:16]=2)[CH:21]=[CH:22][CH:23]=1, predict the reactants needed to synthesize it. The reactants are: [CH:1]12[CH2:7][CH:4]([CH2:5][CH2:6]1)[CH2:3][CH:2]2[N:8]1[C:11](=[O:12])[C:10]([CH3:14])([CH3:13])[NH:9]1.Br[C:16]1[C:25]2[C:20](=[CH:21][CH:22]=[CH:23][CH:24]=2)[CH:19]=[CH:18][CH:17]=1. (2) Given the product [F:2][C:3]([F:7])([F:6])[CH2:4][O:5][CH2:25][C:22]1[CH:21]=[CH:20][C:19]([C:18]#[C:17][C:14]2[CH:13]=[CH:12][C:11]([C:10]([OH:31])=[O:9])=[CH:16][CH:15]=2)=[CH:24][CH:23]=1, predict the reactants needed to synthesize it. The reactants are: [Na].[F:2][C:3]([F:7])([F:6])[CH2:4][OH:5].C[O:9][C:10](=[O:31])[C:11]1[CH:16]=[CH:15][C:14]([C:17]#[C:18][C:19]2[CH:24]=[CH:23][C:22]([CH2:25]NCCOC)=[CH:21][CH:20]=2)=[CH:13][CH:12]=1.[OH-].[Na+].OP(O)(O)=O. (3) Given the product [C:10]1([C:3]2([CH2:1][NH2:2])[CH2:4][CH2:5][CH:6]([O:9][CH2:17]/[CH:18]=[CH:19]/[C:20]3[CH:25]=[CH:24][CH:23]=[CH:22][CH:21]=3)[CH2:7][CH2:8]2)[CH:11]=[CH:12][CH:13]=[CH:14][CH:15]=1, predict the reactants needed to synthesize it. The reactants are: [C:1]([C:3]1([C:10]2[CH:15]=[CH:14][CH:13]=[CH:12][CH:11]=2)[CH2:8][CH2:7][C:6](=[O:9])[CH2:5][CH2:4]1)#[N:2].Br[CH2:17]/[CH:18]=[CH:19]/[C:20]1[CH:25]=[CH:24][CH:23]=[CH:22][CH:21]=1.CI. (4) Given the product [O-:32][N+:24]1[C:25]2[CH:31]=[CH:30][CH:29]=[CH:28][C:26]=2[N:27]=[C:22]([N:1]2[CH2:6][CH2:5][CH:4]([CH2:7][C:8]([NH:10][C:11]3[CH:20]=[CH:19][CH:18]=[CH:17][C:12]=3[C:13]([O:15][CH3:16])=[O:14])=[O:9])[CH2:3][CH2:2]2)[N:23]=1, predict the reactants needed to synthesize it. The reactants are: [NH:1]1[CH2:6][CH2:5][CH:4]([CH2:7][C:8]([NH:10][C:11]2[CH:20]=[CH:19][CH:18]=[CH:17][C:12]=2[C:13]([O:15][CH3:16])=[O:14])=[O:9])[CH2:3][CH2:2]1.Cl[C:22]1[N:23]=[N+:24]([O-:32])[C:25]2[CH:31]=[CH:30][CH:29]=[CH:28][C:26]=2[N:27]=1.C(N(C(C)C)CC)(C)C. (5) Given the product [CH2:48]([O:47][CH2:35][CH2:36][CH2:37][CH2:38][CH2:39][CH2:40][CH2:41][CH2:42][CH2:43][CH2:44][C:45]#[C:46][C:16]1[C:17]([O:24][CH3:25])=[C:18]2[C:13](=[CH:14][C:15]=1[O:27][CH3:28])[O:12][C:11]([C:5]1[CH:6]=[CH:7][C:8]([O:9][CH3:10])=[C:3]([O:2][CH3:1])[CH:4]=1)=[C:20]([O:21][CH3:22])[C:19]2=[O:23])[C:49]1[CH:54]=[CH:53][CH:52]=[CH:51][CH:50]=1, predict the reactants needed to synthesize it. The reactants are: [CH3:1][O:2][C:3]1[CH:4]=[C:5]([C:11]2[O:12][C:13]3[C:18]([C:19](=[O:23])[C:20]=2[O:21][CH3:22])=[C:17]([O:24][CH3:25])[C:16](I)=[C:15]([O:27][CH3:28])[CH:14]=3)[CH:6]=[CH:7][C:8]=1[O:9][CH3:10].N1CCCCC1.[CH2:35]([O:47][CH2:48][C:49]1[CH:54]=[CH:53][CH:52]=[CH:51][CH:50]=1)[CH2:36][CH2:37][CH2:38][CH2:39][CH2:40][CH2:41][CH2:42][CH2:43][CH2:44][C:45]#[CH:46]. (6) Given the product [Si:54]([O:53][C@H:15]([C:12]1[CH:13]=[CH:14][C:9]([OH:8])=[C:10]([NH:61][S:62]([CH3:65])(=[O:63])=[O:64])[CH:11]=1)[CH2:16][NH:17][CH2:18][CH2:19][C:20]1[CH:21]=[CH:22][C:23]([O:26][CH2:27][CH2:28][CH2:29][C:30]2[CH:35]=[CH:34][C:33]([OH:36])=[C:32]([C@@H:37]([C:47]3[CH:48]=[CH:49][CH:50]=[CH:51][CH:52]=3)[CH2:38][CH2:39][N:40]([CH:41]([CH3:43])[CH3:42])[CH:44]([CH3:46])[CH3:45])[CH:31]=2)=[CH:24][CH:25]=1)([C:57]([CH3:60])([CH3:58])[CH3:59])([CH3:56])[CH3:55], predict the reactants needed to synthesize it. The reactants are: C([O:8][C:9]1[CH:14]=[CH:13][C:12]([C@@H:15]([O:53][Si:54]([C:57]([CH3:60])([CH3:59])[CH3:58])([CH3:56])[CH3:55])[CH2:16][NH:17][CH2:18][CH2:19][C:20]2[CH:25]=[CH:24][C:23]([O:26][CH2:27][CH2:28][CH2:29][C:30]3[CH:35]=[CH:34][C:33]([OH:36])=[C:32]([C@@H:37]([C:47]4[CH:52]=[CH:51][CH:50]=[CH:49][CH:48]=4)[CH2:38][CH2:39][N:40]([CH:44]([CH3:46])[CH3:45])[CH:41]([CH3:43])[CH3:42])[CH:31]=3)=[CH:22][CH:21]=2)=[CH:11][C:10]=1[NH:61][S:62]([CH3:65])(=[O:64])=[O:63])C1C=CC=CC=1.C([O-])=O.[NH4+].